Dataset: Forward reaction prediction with 1.9M reactions from USPTO patents (1976-2016). Task: Predict the product of the given reaction. (1) Given the reactants [Br:1][C:2]1[CH:11]=[CH:10][CH:9]=[C:8]2[C:3]=1[CH:4]=[CH:5][C:6](=[O:15])[N:7]2[CH2:12][CH:13]=O.[C:16]([O:20][C:21](=[O:40])[N:22]([CH2:29][C:30]1[CH:39]=[CH:38][C:33]2[O:34][CH2:35][CH2:36][O:37][C:32]=2[CH:31]=1)[CH:23]1[CH2:28][CH2:27][NH:26][CH2:25][CH2:24]1)([CH3:19])([CH3:18])[CH3:17].C(O[BH-](OC(=O)C)OC(=O)C)(=O)C.[Na+].C(=O)([O-])O.[Na+], predict the reaction product. The product is: [C:16]([O:20][C:21](=[O:40])[N:22]([CH2:29][C:30]1[CH:39]=[CH:38][C:33]2[O:34][CH2:35][CH2:36][O:37][C:32]=2[CH:31]=1)[CH:23]1[CH2:28][CH2:27][N:26]([CH2:13][CH2:12][N:7]2[C:8]3[C:3](=[C:2]([Br:1])[CH:11]=[CH:10][CH:9]=3)[CH:4]=[CH:5][C:6]2=[O:15])[CH2:25][CH2:24]1)([CH3:19])([CH3:17])[CH3:18]. (2) The product is: [C:20]([C:23]1[CH:28]=[CH:27][CH:26]=[CH:25][C:24]=1[C:42]1[CH:49]=[CH:48][C:45]([C:46]#[N:47])=[CH:44][CH:43]=1)(=[O:22])[CH3:21]. Given the reactants C1(P(C2C=CC=CC=2)C2C=CC=CC=2)C=CC=CC=1.[C:20]([C:23]1[CH:28]=[CH:27][CH:26]=[CH:25][C:24]=1B(O)O)(=[O:22])[CH3:21].O.P([O-])([O-])([O-])=O.[K+].[K+].[K+].Cl[C:42]1[CH:49]=[CH:48][C:45]([C:46]#[N:47])=[CH:44][CH:43]=1, predict the reaction product. (3) Given the reactants Cl[C:2]1[N:7]=[C:6]([C:8]([O:10][CH3:11])=[O:9])[C:5]([CH3:12])=[CH:4][CH:3]=1.[OH:13][CH2:14][C:15]1[CH:16]=[C:17](B(O)O)[CH:18]=[CH:19][CH:20]=1.C([O-])([O-])=O.[K+].[K+].C(Cl)Cl, predict the reaction product. The product is: [OH:13][CH2:14][C:15]1[CH:20]=[C:19]([C:2]2[N:7]=[C:6]([C:8]([O:10][CH3:11])=[O:9])[C:5]([CH3:12])=[CH:4][CH:3]=2)[CH:18]=[CH:17][CH:16]=1. (4) The product is: [CH3:27][S:13][C:11]1[C:8]2[CH2:7][CH2:6][C:5]3[O:1][CH:2]=[CH:3][C:4]=3[C:9]=2[N:22]=[C:23]([NH2:25])[N:24]=1. Given the reactants [O:1]1[C:5]2[CH2:6][CH2:7][CH2:8][C:9](=O)[C:4]=2[CH:3]=[CH:2]1.[C:11](=[S:13])=S.IC.[H-].[Na+].[N+]([O-])(O)=O.[NH2:22][C:23]([NH2:25])=[NH:24].[O-][CH2:27]C.[Na+], predict the reaction product.